Dataset: Forward reaction prediction with 1.9M reactions from USPTO patents (1976-2016). Task: Predict the product of the given reaction. (1) Given the reactants C(OC(=O)[NH:7][CH:8]([CH2:17][C:18]1[CH:23]=[CH:22][C:21]([O:24][C:25]2[CH:30]=[CH:29][C:28]([CH2:31][CH2:32][C:33](=[O:36])[NH:34][OH:35])=[CH:27][CH:26]=2)=[CH:20][CH:19]=1)[C:9]([N:11]1[CH2:16][CH2:15][O:14][CH2:13][CH2:12]1)=[O:10])(C)(C)C.C(Cl)[Cl:39], predict the reaction product. The product is: [ClH:39].[NH2:7][CH:8]([C:9]([N:11]1[CH2:16][CH2:15][O:14][CH2:13][CH2:12]1)=[O:10])[CH2:17][C:18]1[CH:23]=[CH:22][C:21]([O:24][C:25]2[CH:30]=[CH:29][C:28]([CH2:31][CH2:32][C:33]([NH:34][OH:35])=[O:36])=[CH:27][CH:26]=2)=[CH:20][CH:19]=1. (2) Given the reactants [CH2:1]([O:8][C:9]1[C:14]2[CH:15]=[C:16]([C:18](=O)[CH2:19]Br)[O:17][C:13]=2[CH:12]=[C:11]([O:22][CH3:23])[CH:10]=1)[C:2]1[CH:7]=[CH:6][CH:5]=[CH:4][CH:3]=1.[F:24][C@H:25]([C:27]1[S:31][C:30]([NH2:32])=[N:29][N:28]=1)[CH3:26].CC(O)C, predict the reaction product. The product is: [CH2:1]([O:8][C:9]1[C:14]2[CH:15]=[C:16]([C:18]3[N:32]=[C:30]4[N:29]([CH:19]=3)[N:28]=[C:27]([C@@H:25]([F:24])[CH3:26])[S:31]4)[O:17][C:13]=2[CH:12]=[C:11]([O:22][CH3:23])[CH:10]=1)[C:2]1[CH:7]=[CH:6][CH:5]=[CH:4][CH:3]=1. (3) Given the reactants [OH:1][CH2:2][C:3]1[CH:4]=[C:5]([OH:9])[CH:6]=[CH:7][CH:8]=1.[CH2:10](I)[CH2:11][CH3:12].C([O-])([O-])=O.[K+].[K+].C1OCCOCCOCCOCCOCCOC1, predict the reaction product. The product is: [CH:11]([O:9][C:5]1[CH:4]=[C:3]([CH:8]=[CH:7][CH:6]=1)[CH2:2][OH:1])([CH3:12])[CH3:10]. (4) Given the reactants [SH:1][C:2]1[CH:3]=[C:4]2[C:8](=[CH:9][CH:10]=1)[C:7](=[O:11])[CH2:6][CH2:5]2.[C:12]([O-])([O-])=O.[K+].[K+].CI, predict the reaction product. The product is: [CH3:12][S:1][C:2]1[CH:3]=[C:4]2[C:8](=[CH:9][CH:10]=1)[C:7](=[O:11])[CH2:6][CH2:5]2.